From a dataset of Full USPTO retrosynthesis dataset with 1.9M reactions from patents (1976-2016). Predict the reactants needed to synthesize the given product. (1) The reactants are: Br[C:2]1[CH:3]=[C:4]([CH:16]=[C:17]([C:19]([N:21]2[CH2:25][CH2:24][CH2:23][CH2:22]2)=[O:20])[CH:18]=1)[C:5]([NH:7][CH2:8][C:9]1[CH:10]=[N:11][C:12]([CH3:15])=[N:13][CH:14]=1)=[O:6].[CH3:26][C:27]1[CH:28]=[CH:29][C:30](B2OC(C)(C)C(C)(C)O2)=[C:31]([CH:34]=1)[C:32]#[N:33].C1(C)C=CC=CC=1.C(=O)([O-])[O-].[Cs+].[Cs+]. Given the product [C:32]([C:31]1[CH:34]=[C:27]([CH3:26])[CH:28]=[CH:29][C:30]=1[C:2]1[CH:18]=[C:17]([C:19]([N:21]2[CH2:25][CH2:24][CH2:23][CH2:22]2)=[O:20])[CH:16]=[C:4]([C:5]([NH:7][CH2:8][C:9]2[CH:10]=[N:11][C:12]([CH3:15])=[N:13][CH:14]=2)=[O:6])[CH:3]=1)#[N:33], predict the reactants needed to synthesize it. (2) Given the product [CH2:1]([O:3][C@@H:4]([CH2:9][C:10]1[CH:15]=[CH:14][C:13]([C:16]2[CH:21]=[CH:20][CH:19]=[C:18]([N:22]([CH3:33])[C:23]([NH:25][CH2:26][CH2:27][CH2:28][CH2:29][CH2:30][CH2:31][CH3:32])=[O:24])[N:17]=2)=[CH:12][CH:11]=1)[C:5]([OH:7])=[O:6])[CH3:2], predict the reactants needed to synthesize it. The reactants are: [CH2:1]([O:3][C@@H:4]([CH2:9][C:10]1[CH:15]=[CH:14][C:13]([C:16]2[CH:21]=[CH:20][CH:19]=[C:18]([N:22]([CH3:33])[C:23]([NH:25][CH2:26][CH2:27][CH2:28][CH2:29][CH2:30][CH2:31][CH3:32])=[O:24])[N:17]=2)=[CH:12][CH:11]=1)[C:5]([O:7]C)=[O:6])[CH3:2].O1CCCC1.[OH-].[Li+].O. (3) The reactants are: Br[C:2]1[CH:3]=[N:4][N:5]2[C:10]([C:11]3[CH:12]=[C:13]([NH:17][C:18](=[O:23])[CH2:19][CH:20]([CH3:22])[CH3:21])[CH:14]=[CH:15][CH:16]=3)=[CH:9][CH:8]=[N:7][C:6]=12.[NH2:24][C:25]1[CH:26]=[C:27](B(O)O)[CH:28]=[CH:29][CH:30]=1. Given the product [NH2:24][C:25]1[CH:30]=[C:29]([C:2]2[CH:3]=[N:4][N:5]3[C:10]([C:11]4[CH:12]=[C:13]([NH:17][C:18](=[O:23])[CH2:19][CH:20]([CH3:22])[CH3:21])[CH:14]=[CH:15][CH:16]=4)=[CH:9][CH:8]=[N:7][C:6]=23)[CH:28]=[CH:27][CH:26]=1, predict the reactants needed to synthesize it. (4) The reactants are: Br[C:2]1[CH:9]=[CH:8][C:5]([C:6]#[N:7])=[CH:4][C:3]=1[CH3:10].CNCCNC.[I-].[Na+].[NH:19]1[C:27]2[C:22](=[CH:23][CH:24]=[CH:25][N:26]=2)[CH:21]=[CH:20]1.[O-]P([O-])([O-])=O.[K+].[K+].[K+]. Given the product [CH3:10][C:3]1[CH:4]=[C:5]([CH:8]=[CH:9][C:2]=1[N:19]1[C:27]2=[N:26][CH:25]=[CH:24][CH:23]=[C:22]2[CH:21]=[CH:20]1)[C:6]#[N:7], predict the reactants needed to synthesize it. (5) Given the product [F:35][C:2]([F:1])([F:34])[C:3]1[CH:4]=[C:5]([CH:27]=[C:28]([C:30]([F:33])([F:32])[F:31])[CH:29]=1)[C:6]([N:8]1[CH2:9][CH2:10][C:11]2([N:15]([C:16]3[CH:21]=[CH:20][CH:19]=[CH:18][C:17]=3[CH3:22])[CH:14]([CH3:23])[N:13]([CH2:39][CH:36]3[CH2:38][CH2:37]3)[C:12]2=[O:24])[CH2:25][CH2:26]1)=[O:7], predict the reactants needed to synthesize it. The reactants are: [F:1][C:2]([F:35])([F:34])[C:3]1[CH:4]=[C:5]([CH:27]=[C:28]([C:30]([F:33])([F:32])[F:31])[CH:29]=1)[C:6]([N:8]1[CH2:26][CH2:25][C:11]2([N:15]([C:16]3[CH:21]=[CH:20][CH:19]=[CH:18][C:17]=3[CH3:22])[CH:14]([CH3:23])[NH:13][C:12]2=[O:24])[CH2:10][CH2:9]1)=[O:7].[CH:36]1([CH2:39]Br)[CH2:38][CH2:37]1. (6) Given the product [P:27]([O-:29])([O-:34])([O:39][CH2:40][C@@H:41]1[C@@H:48]([OH:47])[C@@H:44]([OH:45])[C@H:43]([N:51]2[C:56]([C:57]#[N:58])=[C:55]([CH3:60])[C:54](=[O:61])[NH:53][C:52]2=[O:62])[O:42]1)=[O:28].[CH2:43]([NH+:51]([CH2:19][CH3:14])[CH2:56][CH3:55])[CH3:44], predict the reactants needed to synthesize it. The reactants are: C1(P(=O)([C:14]2[CH:19]=CC=CC=2)C2C=CC=CC=2)C=CC=CC=1.C(Cl)(=O)C(Cl)=O.[P:27]([O:39][CH2:40][C@@H:41]1[C@@H:48]2[C@@H:44]([O:45]C(C)(C)[O:47]2)[C@H:43]([N:51]2[C:56](/[CH:57]=[N:58]/O)=[C:55]([CH3:60])[C:54](=[O:61])[NH:53][C:52]2=[O:62])[O:42]1)([O:34]C(C)(C)C)([O:29]C(C)(C)C)=[O:28]. (7) Given the product [Cl:15][C:16]1[C:17]([O:26][CH3:27])=[C:18]([CH:22]=[C:23]([Cl:25])[CH:24]=1)[CH2:19][N:20]([CH3:21])[C:12](=[O:14])[CH2:11][CH2:10][CH2:9][S:8][C:5]1[CH:4]=[CH:3][C:2]([OH:1])=[CH:7][CH:6]=1, predict the reactants needed to synthesize it. The reactants are: [OH:1][C:2]1[CH:7]=[CH:6][C:5]([S:8][CH2:9][CH2:10][CH2:11][C:12]([OH:14])=O)=[CH:4][CH:3]=1.[Cl:15][C:16]1[C:17]([O:26][CH3:27])=[C:18]([CH:22]=[C:23]([Cl:25])[CH:24]=1)[CH2:19][NH:20][CH3:21]. (8) Given the product [Cl:26][C:27]1[CH:32]=[CH:31][C:30]([C:9]2[N:13]3[C:14]4[N:22]=[C:21]([O:23][CH3:24])[CH:20]=[CH:19][C:15]=4[N:16]=[C:17]([CH3:18])[C:12]3=[C:11]([CH3:25])[N:10]=2)=[C:29]([CH3:36])[CH:28]=1, predict the reactants needed to synthesize it. The reactants are: ClC1C=C([C:9]2[N:13]3[C:14]4[N:22]=[C:21]([O:23][CH3:24])[CH:20]=[CH:19][C:15]=4[N:16]=[C:17]([CH3:18])[C:12]3=[C:11]([CH3:25])[N:10]=2)C=C(Cl)C=1.[Cl:26][C:27]1[CH:32]=[CH:31][C:30](B(O)O)=[C:29]([CH3:36])[CH:28]=1.C([O-])([O-])=O.[K+].[K+]. (9) Given the product [CH3:1][NH:2][CH2:3][CH2:4][C@H:5]([O:6][C:3]1[C:16]2[C:13](=[CH:14][CH:9]=[CH:10][CH:11]=2)[CH:12]=[CH:5][CH:4]=1)[C:7]1[S:8][CH:9]=[CH:10][CH:11]=1, predict the reactants needed to synthesize it. The reactants are: [CH3:1][NH:2][CH2:3][CH2:4][C@@H:5]([C:7]1[S:8][CH:9]=[CH:10][CH:11]=1)[OH:6].[CH3:12][C:13]([CH3:16])([O-])[CH3:14].[K+]. (10) Given the product [CH3:1][C:2]1[C:10]2[C:5](=[C:6]([CH:15]([O:17][CH2:18][C:19]3([C:32]4[CH:33]=[CH:34][CH:35]=[CH:36][CH:37]=4)[CH2:24][CH2:23][N:22]([C:25]([O:27][C:28]([CH3:31])([CH3:29])[CH3:30])=[O:26])[CH2:21][CH2:20]3)[CH3:16])[CH:7]=[C:8]([C:11]([F:14])([F:13])[F:12])[CH:9]=2)[NH:4][N:3]=1, predict the reactants needed to synthesize it. The reactants are: [CH3:1][C:2]1[N:3](COCC[Si](C)(C)C)[N:4]=[C:5]2[C:10]=1[CH:9]=[C:8]([C:11]([F:14])([F:13])[F:12])[CH:7]=[C:6]2[CH:15]([O:17][CH2:18][C:19]1([C:32]2[CH:37]=[CH:36][CH:35]=[CH:34][CH:33]=2)[CH2:24][CH2:23][N:22]([C:25]([O:27][C:28]([CH3:31])([CH3:30])[CH3:29])=[O:26])[CH2:21][CH2:20]1)[CH3:16].FC(F)(F)C(O)=O.C(Cl)Cl.C(=O)(OC(C)(C)C)OC(C)(C)C.C(N(CC)CC)C.